The task is: Predict the product of the given reaction.. This data is from Forward reaction prediction with 1.9M reactions from USPTO patents (1976-2016). (1) The product is: [F:1][C:2]([F:8])([F:7])[CH2:3][C:4]1[S:21][C:28]([NH2:29])=[N:27][CH:5]=1. Given the reactants [F:1][C:2]([F:8])([F:7])[CH2:3][CH2:4][CH:5]=O.N1CCCC1.O.C1(C)C=CC([S:21](O)(=O)=O)=CC=1.[S].[N:27]#[C:28][NH2:29], predict the reaction product. (2) Given the reactants C(OC(=O)[C@@H:7]([NH:14][C:15]([C:17]1[CH:22]=[CH:21][C:20]([C:23]2[CH:28]=[CH:27][CH:26]=[C:25]([NH:29][S:30]([C:33]3[CH:38]=[C:37]([CH3:39])[C:36]([Cl:40])=[CH:35][C:34]=3[CH3:41])(=[O:32])=[O:31])[CH:24]=2)=[CH:19][C:18]=1[CH3:42])=[O:16])COC(C)(C)C)(C)(C)C.C[O:45][C:46]([CH:48]1CN[CH2:49]1)=[O:47], predict the reaction product. The product is: [Cl:40][C:36]1[C:37]([CH3:39])=[CH:38][C:33]([S:30]([NH:29][C:25]2[CH:24]=[C:23]([C:20]3[CH:21]=[CH:22][C:17]([C:15]([N:14]4[CH2:49][CH:48]([C:46]([OH:47])=[O:45])[CH2:7]4)=[O:16])=[C:18]([CH3:42])[CH:19]=3)[CH:28]=[CH:27][CH:26]=2)(=[O:32])=[O:31])=[C:34]([CH3:41])[CH:35]=1. (3) Given the reactants [NH2:1][CH2:2][CH2:3][CH2:4][CH2:5][N:6]1[C:14]([O:15]C)=[N:13][C:12]2[C:7]1=[N:8][C:9]([O:18][CH2:19][CH2:20][CH2:21][CH3:22])=[N:10][C:11]=2[NH2:17].Cl[S:24]([C:27]1[CH:32]=[CH:31][C:30]([CH2:33][CH2:34][C:35]([O:37][CH3:38])=[O:36])=[CH:29][CH:28]=1)(=[O:26])=[O:25], predict the reaction product. The product is: [NH2:17][C:11]1[N:10]=[C:9]([O:18][CH2:19][CH2:20][CH2:21][CH3:22])[N:8]=[C:7]2[C:12]=1[NH:13][C:14](=[O:15])[N:6]2[CH2:5][CH2:4][CH2:3][CH2:2][NH:1][S:24]([C:27]1[CH:28]=[CH:29][C:30]([CH2:33][CH2:34][C:35]([O:37][CH3:38])=[O:36])=[CH:31][CH:32]=1)(=[O:26])=[O:25]. (4) Given the reactants [CH3:1][C:2]1([C:10]([NH2:12])=[O:11])[CH2:7][C:6](=[O:8])[CH2:5][C:4](=[O:9])[CH2:3]1.[OH-].[K+].Br[CH2:16][C:17](=O)[C:18]([OH:20])=[O:19], predict the reaction product. The product is: [C:10]([C:2]1([CH3:1])[CH2:7][C:6](=[O:8])[C:5]2[C:17]([C:18]([OH:20])=[O:19])=[CH:16][O:9][C:4]=2[CH2:3]1)(=[O:11])[NH2:12]. (5) Given the reactants [Cl:1][C:2]1[N:7]=[C:6](S(C)(=O)=O)[N:5]=[C:4]([N:12]2[CH2:17][CH2:16][O:15][CH2:14][CH2:13]2)[CH:3]=1.C1COCC1.[CH2:23]([CH2:25][NH2:26])[OH:24].CCN(C(C)C)C(C)C, predict the reaction product. The product is: [Cl:1][C:2]1[CH:3]=[C:4]([N:12]2[CH2:17][CH2:16][O:15][CH2:14][CH2:13]2)[N:5]=[C:6]([NH:26][CH2:25][CH2:23][OH:24])[N:7]=1. (6) The product is: [Cl:17][C:18]1[CH:23]=[CH:22][CH:21]=[CH:20][C:19]=1[NH:24][C:25](=[O:26])[NH:1][C:2]1[CH:7]=[CH:6][C:5]([CH2:8][C:9]([O:11][C:12]([CH3:13])([CH3:15])[CH3:14])=[O:10])=[CH:4][C:3]=1[CH3:16]. Given the reactants [NH2:1][C:2]1[CH:7]=[CH:6][C:5]([CH2:8][C:9]([O:11][C:12]([CH3:15])([CH3:14])[CH3:13])=[O:10])=[CH:4][C:3]=1[CH3:16].[Cl:17][C:18]1[CH:23]=[CH:22][CH:21]=[CH:20][C:19]=1[N:24]=[C:25]=[O:26].CCN(CC)CC, predict the reaction product. (7) The product is: [Si:1]([O:8][C@@H:9]([CH2:36][O:37][Si:38]([C:41]([CH3:44])([CH3:43])[CH3:42])([CH3:39])[CH3:40])[CH2:10][CH2:11][CH:12]1[C@H:24]2[CH2:23][C:22]3[C:17]([CH2:16][C@H:15]2[CH2:14][C:13]1=[O:35])=[C:18]([O:33][CH3:34])[CH:19]=[CH:20][CH:21]=3)([C:4]([CH3:5])([CH3:6])[CH3:7])([CH3:3])[CH3:2]. Given the reactants [Si:1]([O:8][C@@H:9]([CH2:36][O:37][Si:38]([C:41]([CH3:44])([CH3:43])[CH3:42])([CH3:40])[CH3:39])[CH2:10][CH2:11][C:12]1[C:13](=[O:35])[CH2:14][C@H:15]2[C:24]=1[C@H:23](O[Si](C(C)(C)C)(C)C)[C:22]1[C:17](=[C:18]([O:33][CH3:34])[CH:19]=[CH:20][CH:21]=1)[CH2:16]2)([C:4]([CH3:7])([CH3:6])[CH3:5])([CH3:3])[CH3:2].C(=O)([O-])[O-].[K+].[K+].[H][H], predict the reaction product. (8) Given the reactants [CH:1](=O)[C:2]1[CH:7]=[CH:6][C:5]([O:8][CH3:9])=[CH:4][CH:3]=1.C(O)(C)C.[N+:15]([C:18]1[CH:24]=[CH:23][C:21]([NH2:22])=[CH:20][CH:19]=1)([O-:17])=[O:16], predict the reaction product. The product is: [CH3:9][O:8][C:5]1[CH:6]=[CH:7][C:2]([CH:1]=[N:22][C:21]2[CH:23]=[CH:24][C:18]([N+:15]([O-:17])=[O:16])=[CH:19][CH:20]=2)=[CH:3][CH:4]=1.